From a dataset of Reaction yield outcomes from USPTO patents with 853,638 reactions. Predict the reaction yield, written as a fraction of the theoretical maximum amount of product (1.0 means a 100% yield; for example, 0.34 means a 34% yield). (1) The reactants are [CH3:1][O:2][C:3]1[CH:8]=[C:7]([O:9][CH3:10])[C:6]([S:11](Cl)(=[O:13])=[O:12])=[CH:5][C:4]=1[C:15]1[C:19]([O:20][C:21]2[CH:26]=[CH:25][CH:24]=[CH:23][C:22]=2[Cl:27])=[CH:18][NH:17][N:16]=1.[OH:28][CH2:29][CH:30]1[CH2:35][CH2:34][CH2:33][NH:32][CH2:31]1.N1C=CC=CC=1. The catalyst is ClCCl. The product is [CH3:1][O:2][C:3]1[CH:8]=[C:7]([O:9][CH3:10])[C:6]([S:11]([N:32]2[CH2:33][CH2:34][CH2:35][CH:30]([CH2:29][OH:28])[CH2:31]2)(=[O:13])=[O:12])=[CH:5][C:4]=1[C:15]1[C:19]([O:20][C:21]2[CH:26]=[CH:25][CH:24]=[CH:23][C:22]=2[Cl:27])=[CH:18][NH:17][N:16]=1. The yield is 1.00. (2) The reactants are [CH:1]1([C:5]([CH3:7])=[O:6])[CH2:4][CH2:3][CH2:2]1.[CH3:8][C:9](C)([O-:11])C.[K+].C(OCC)(=O)C. The catalyst is C(OC)(C)(C)C. The product is [CH:1]1([C:5](=[O:6])[CH2:7][C:9](=[O:11])[CH3:8])[CH2:4][CH2:3][CH2:2]1. The yield is 0.900.